Dataset: Forward reaction prediction with 1.9M reactions from USPTO patents (1976-2016). Task: Predict the product of the given reaction. (1) Given the reactants [CH3:1][N:2]([CH3:21])[CH2:3][CH:4]([N:15]1[CH2:20][CH2:19][NH:18][CH2:17][CH2:16]1)[C:5]1[CH:10]=[CH:9][C:8]([C:11]([F:14])([F:13])[F:12])=[CH:7][CH:6]=1.Cl[C:23]1[C:24]2[CH2:31][CH2:30][NH:29][C:25]=2[N:26]=[CH:27][N:28]=1.C(=O)([O-])[O-].[K+].[K+].C(OCC)C.CCCCCC, predict the reaction product. The product is: [N:26]1[C:25]2[NH:29][CH2:30][CH2:31][C:24]=2[C:23]([N:18]2[CH2:19][CH2:20][N:15]([CH:4]([C:5]3[CH:10]=[CH:9][C:8]([C:11]([F:13])([F:14])[F:12])=[CH:7][CH:6]=3)[CH2:3][N:2]([CH3:21])[CH3:1])[CH2:16][CH2:17]2)=[N:28][CH:27]=1. (2) Given the reactants C[O:2][C:3](=[O:20])[CH:4]([C:8]1[CH:13]=[CH:12][C:11]([CH2:14][NH:15][S:16]([CH3:19])(=[O:18])=[O:17])=[CH:10][CH:9]=1)[CH2:5][CH:6]=[CH2:7].O1CCCC1.O.[OH-].[Li+].Cl, predict the reaction product. The product is: [CH3:19][S:16]([NH:15][CH2:14][C:11]1[CH:12]=[CH:13][C:8]([CH:4]([CH2:5][CH:6]=[CH2:7])[C:3]([OH:20])=[O:2])=[CH:9][CH:10]=1)(=[O:18])=[O:17]. (3) Given the reactants [NH2:1][CH2:2][C@H:3]1[N:8]([C:9]([C:11]2[N:12]=[C:13]([CH3:23])[S:14][C:15]=2[C:16]2[CH:17]=[C:18]([CH3:22])[CH:19]=[CH:20][CH:21]=2)=[O:10])[CH2:7][C@H:6]2[C@@H:4]1[CH2:5]2.[S:24]1[CH:28]=[CH:27][N:26]2[CH:29]=[C:30]([C:32](O)=[O:33])[N:31]=[C:25]12, predict the reaction product. The product is: [CH3:23][C:13]1[S:14][C:15]([C:16]2[CH:17]=[C:18]([CH3:22])[CH:19]=[CH:20][CH:21]=2)=[C:11]([C:9]([N:8]2[CH2:7][C@H:6]3[C@H:4]([CH2:5]3)[C@H:3]2[CH2:2][NH:1][C:32]([C:30]2[N:31]=[C:25]3[N:26]([CH:29]=2)[CH:27]=[CH:28][S:24]3)=[O:33])=[O:10])[N:12]=1. (4) The product is: [CH2:1]([O:19][C:20]1[CH:21]=[C:22]([CH2:45][CH2:46][CH2:47][N:51]([CH3:52])[CH3:50])[CH:23]=[C:24]([O:26][CH2:27][CH2:28][CH2:29][CH2:30][CH2:31][CH2:32][CH2:33][CH2:34]/[CH:35]=[CH:36]\[CH2:37]/[CH:38]=[CH:39]\[CH2:40][CH2:41][CH2:42][CH2:43][CH3:44])[CH:25]=1)[CH2:2][CH2:3][CH2:4][CH2:5][CH2:6][CH2:7][CH2:8]/[CH:9]=[CH:10]\[CH2:11]/[CH:12]=[CH:13]\[CH2:14][CH2:15][CH2:16][CH2:17][CH3:18]. Given the reactants [CH2:1]([O:19][C:20]1[CH:21]=[C:22]([CH2:45][CH2:46][CH:47]=O)[CH:23]=[C:24]([O:26][CH2:27][CH2:28][CH2:29][CH2:30][CH2:31][CH2:32][CH2:33][CH2:34]/[CH:35]=[CH:36]\[CH2:37]/[CH:38]=[CH:39]\[CH2:40][CH2:41][CH2:42][CH2:43][CH3:44])[CH:25]=1)[CH2:2][CH2:3][CH2:4][CH2:5][CH2:6][CH2:7][CH2:8]/[CH:9]=[CH:10]\[CH2:11]/[CH:12]=[CH:13]\[CH2:14][CH2:15][CH2:16][CH2:17][CH3:18].Cl.[CH3:50][NH:51][CH3:52].C(N(CC)CC)C.[BH4-].[Na+], predict the reaction product. (5) Given the reactants [Cl:1][C:2]1[CH:7]=[CH:6][C:5]([C:8]2[CH2:9][CH2:10][NH:11][CH2:12][CH:13]=2)=[CH:4][C:3]=1[C:14]([F:17])([F:16])[F:15].Cl, predict the reaction product. The product is: [Cl:1][C:2]1[CH:7]=[CH:6][C:5]([CH:8]2[CH2:13][CH2:12][NH:11][CH2:10][CH2:9]2)=[CH:4][C:3]=1[C:14]([F:17])([F:15])[F:16]. (6) Given the reactants [CH3:1][O:2][C:3]1[CH:8]=[CH:7][C:6]([C:9]2[O:13][C:12]([CH3:14])=[C:11]([CH:15]([NH:20][C:21]3[CH:29]=[CH:28][C:24]([C:25](O)=[O:26])=[CH:23][CH:22]=3)[CH2:16][CH:17]([CH3:19])[CH3:18])[CH:10]=2)=[C:5]([CH3:30])C=1.[CH3:31][NH:32][CH2:33][CH2:34][C:35]([O:37]CC)=[O:36].Cl.[CH2:41](N=C=NCCCN(C)C)C.O.OC1C2N=NNC=2C=CC=1, predict the reaction product. The product is: [CH3:1][O:2][C:3]1[CH:8]=[CH:7][C:6]([C:9]2[O:13][C:12]([CH3:14])=[C:11]([CH:15]([NH:20][C:21]3[CH:22]=[CH:23][C:24]([C:25]([N:32]([CH3:31])[CH2:33][CH2:34][C:35]([OH:37])=[O:36])=[O:26])=[CH:28][CH:29]=3)[CH2:16][CH:17]([CH3:18])[CH3:19])[CH:10]=2)=[C:5]([CH3:41])[CH:30]=1. (7) Given the reactants [C:1]1([S:7]([C:10]2[CH:11]=[CH:12][C:13]3[O:18][CH2:17][CH2:16][NH:15][C:14]=3[CH:19]=2)(=[O:9])=[O:8])[CH:6]=[CH:5][CH:4]=[CH:3][CH:2]=1.Br[CH2:21][C:22]#[N:23].C(N(CC)C(C)C)(C)C.ClCCl, predict the reaction product. The product is: [C:1]1([S:7]([C:10]2[CH:11]=[CH:12][C:13]3[O:18][CH2:17][CH2:16][N:15]([CH2:21][C:22]#[N:23])[C:14]=3[CH:19]=2)(=[O:9])=[O:8])[CH:2]=[CH:3][CH:4]=[CH:5][CH:6]=1. (8) Given the reactants [CH3:1][C:2]([S-:5])([CH3:4])[CH3:3].[Na+].[CH3:7][S:8](Cl)(=[O:10])=[O:9], predict the reaction product. The product is: [CH3:7][S:8](=[O:10])([S:5][C:2]([CH3:4])([CH3:3])[CH3:1])=[O:9]. (9) Given the reactants [CH3:1][O:2][C:3](=[O:22])[CH2:4][O:5][C:6]1[C:14]2[O:13][C:12]([NH:15][CH:16]3[CH2:21][CH2:20][NH:19][CH2:18][CH2:17]3)=[N:11][C:10]=2[CH:9]=[CH:8][CH:7]=1.[CH2:23]([O:25][C:26]1[CH:27]=[C:28]([CH:31]=[C:32]([O:35][CH2:36][CH3:37])[C:33]=1[F:34])[CH:29]=O)[CH3:24].C([BH3-])#N.[Na+].C(N(C(C)C)C(C)C)C, predict the reaction product. The product is: [CH3:1][O:2][C:3](=[O:22])[CH2:4][O:5][C:6]1[C:14]2[O:13][C:12]([NH:15][CH:16]3[CH2:21][CH2:20][N:19]([CH2:29][C:28]4[CH:31]=[C:32]([O:35][CH2:36][CH3:37])[C:33]([F:34])=[C:26]([O:25][CH2:23][CH3:24])[CH:27]=4)[CH2:18][CH2:17]3)=[N:11][C:10]=2[CH:9]=[CH:8][CH:7]=1.